Task: Binary Classification. Given a miRNA mature sequence and a target amino acid sequence, predict their likelihood of interaction.. Dataset: Experimentally validated miRNA-target interactions with 360,000+ pairs, plus equal number of negative samples (1) The miRNA is mmu-miR-340-5p with sequence UUAUAAAGCAAUGAGACUGAUU. The protein sequence of the target gene is MSSKPEPKDIHQPNGTGPTPSPCSSDGPGREPLAGTSEFLGPDGVEVVVIESRANAKGIREEDALLENGSQSNESDDVSTDRGPAPPSPLKETSFSIGLQVLFPFLLAGFGTVAAGMVLDIVQHWEVFQKVTEVFILVPALLGLKGNLEMTLASRLSTAANIGQMDTPKELWRMITGNMALIQVQATVVGFLASIAAVVFGWIPDGHFSIPHAFLLCASSVATAFIASLVLGMIMIGVIIGSRKIGINPDNVATPIAASLGDLITLALLSGISWGLYLELKHWRYIYPLVCAFFVALLPV.... Result: 1 (interaction). (2) The miRNA is hsa-miR-6074 with sequence GAUAUUCAGAGGCUAGGUGG. The protein sequence of the target gene is MGKKRTKGKTVPIDDSSETLEPVCRHIRKGLEQGNLKKALVNVEWNICQDCKTDNKVKDKAEEETEEKPSVWLCLKCGHQGCGRNSQEQHALKHYLTPRSEPHCLVLSLDNWSVWCYVCDNEVQYCSSNQLGQVVDYVRKQASITTPKPAEKDNGNIELENKKLEKESKNEQEREKKENMAKENPPMNSPCQITVKGLSNLGNTCFFNAVMQNLSQTPVLRELLKEVKMSGTIVKIEPPDLALTEPLEINLEPPGPLTLAMSQFLNEMQETKKGVVTPKELFSQVCKKAVRFKGYQQQDS.... Result: 0 (no interaction). (3) The miRNA is mmu-miR-151-3p with sequence CUAGACUGAGGCUCCUUGAGG. The protein sequence of the target gene is MSPENQSSVSEFLLLGLPIRPEQQAVFFTLFLGMYLTTVLGNLLIMLLIQLDSHLHTPMYFFLSHLALTDISFSSVTVPKMLMDMRTKYKSILYEECISQMYFFIFFTDLDSFLITSMAYDRYVAICHPLHYTVIMREELCVFLVAVSWILSCASSLSHTLLLTRLSFCAANTIPHVFCDLAALLKLSCSDIFLNELVMFTVGVVVITLPFMCILVSYGYIGATILRVPSTKGIHKALSTCGSHLSVVSLYYGSIFGQYLFPTVSSSIDKDVIVALMYTVVTPMLNPFIYSLRNRDMKEA.... Result: 0 (no interaction). (4) The miRNA is hsa-miR-3144-3p with sequence AUAUACCUGUUCGGUCUCUUUA. The protein sequence of the target gene is MSFVGENSGVKMGSEDWEKDEPQCCLEDPAGSPLEPGPSLPTMNFVHTSPKVKNLNPKKFSIHDQDHKVLVLDSGNLIAVPDKNYIRPEIFFALASSLSSASAEKGSPILLGVSKGEFCLYCDKDKGQSHPSLQLKKEKLMKLAAQKESARRPFIFYRAQVGSWNMLESAAHPGWFICTSCNCNEPVGVTDKFENRKHIEFSFQPVCKAEMSPSEVSD. Result: 0 (no interaction). (5) The miRNA is hsa-miR-4266 with sequence CUAGGAGGCCUUGGCC. The protein sequence of the target gene is MATGTRYAGKVVVVTGGGRGIGAGIVRAFVNSGARVVICDKDESGGRALEQELPGAVFILCDVTQEDDVKTLVSETIRRFGRLDCVVNNAGHHPPPQRPEETSAQGFRQLLELNLLGTYTLTKLALPYLRKSQGNVINISSLVGAIGQAQAVPYVATKGAVTAMTKALALDESPYGVRVNCISPGNIWTPLWEELAALMPDPRATIREGMLAQPLGRMGQPAEVGAAAVFLASEANFCTGIELLVTGGAELGYGCKASRSTPVDAPDIPS. Result: 0 (no interaction). (6) The miRNA is hsa-miR-1199-5p with sequence CCUGAGCCCGGGCCGCGCAG. The protein sequence of the target gene is MGTATGAGYFQRGSLFWFTVITVSFGYYTWAVFWPQSIPYQSLGPLGPFTKYLVDHYHTFLRNGYWLAWLIHVGESLYALVLCKRKGITDVQAQLLWFLQTFLFGVASLSILIAYRSKRQKHN. Result: 0 (no interaction).